Dataset: Reaction yield outcomes from USPTO patents with 853,638 reactions. Task: Predict the reaction yield, written as a fraction of the theoretical maximum amount of product (1.0 means a 100% yield; for example, 0.34 means a 34% yield). (1) The reactants are [OH:1][C:2]1[CH:3]=[C:4]([CH:7]=[CH:8][CH:9]=1)[CH:5]=[O:6].CO.C[O-].[Na+].[F:15][C:16]([F:30])([F:29])[CH2:17]OS(C1C=CC(C)=CC=1)(=O)=O. The catalyst is CCCCCC.C1(C)C=CC=CC=1.C(OCC)(=O)C. The product is [F:15][C:16]([F:30])([F:29])[CH2:17][O:1][C:2]1[CH:3]=[C:4]([CH:7]=[CH:8][CH:9]=1)[CH:5]=[O:6]. The yield is 0.260. (2) The reactants are [CH2:1]([O:8][C:9]1[C:10]([NH:16][C:17]([NH2:19])=[S:18])=[N:11][CH:12]=[C:13]([Br:15])[CH:14]=1)[C:2]1[CH:7]=[CH:6][CH:5]=[CH:4][CH:3]=1.C(N(CC)CC)C.Br[CH2:28][C:29]([CH:31]1[CH2:36][CH2:35][N:34](C(OC(C)(C)C)=O)[CH2:33][CH2:32]1)=O.[ClH:44]. No catalyst specified. The product is [ClH:44].[ClH:44].[CH2:1]([O:8][C:9]1[C:10]([NH:16][C:17]2[S:18][CH:28]=[C:29]([CH:31]3[CH2:36][CH2:35][NH:34][CH2:33][CH2:32]3)[N:19]=2)=[N:11][CH:12]=[C:13]([Br:15])[CH:14]=1)[C:2]1[CH:7]=[CH:6][CH:5]=[CH:4][CH:3]=1. The yield is 0.514. (3) The reactants are F[C:2]1[CH:9]=[CH:8][CH:7]=[CH:6][C:3]=1[C:4]#[N:5].[CH3:10][N:11]1[CH2:16][CH2:15][CH:14]([OH:17])[CH2:13][CH2:12]1.[H-].[Na+].O. The catalyst is O1CCOCC1. The product is [CH3:10][N:11]1[CH2:16][CH2:15][CH:14]([O:17][C:2]2[CH:9]=[CH:8][CH:7]=[CH:6][C:3]=2[C:4]#[N:5])[CH2:13][CH2:12]1. The yield is 0.310. (4) The reactants are [C:1]1([CH:7]([C:9]2[C:17]3[C:12](=[CH:13][N:14]=[CH:15][CH:16]=3)[NH:11][CH:10]=2)[OH:8])[CH:6]=[CH:5][CH:4]=[CH:3][CH:2]=1. The catalyst is C(Cl)Cl.CO. The product is [C:1]1([C:7]([C:9]2[C:17]3[C:12](=[CH:13][N:14]=[CH:15][CH:16]=3)[NH:11][CH:10]=2)=[O:8])[CH:2]=[CH:3][CH:4]=[CH:5][CH:6]=1. The yield is 0.780.